Dataset: Forward reaction prediction with 1.9M reactions from USPTO patents (1976-2016). Task: Predict the product of the given reaction. Given the reactants C(=O)([O-])[O-].[K+].[K+].Cl[C:8]1[N:15]=[C:14]([C:16]2[CH:21]=[CH:20][CH:19]=[CH:18][CH:17]=2)[CH:13]=[CH:12][C:9]=1[C:10]#[N:11].[Cl:22][C:23]1[CH:28]=[CH:27][CH:26]=[CH:25][C:24]=1[OH:29], predict the reaction product. The product is: [Cl:22][C:23]1[CH:28]=[CH:27][CH:26]=[CH:25][C:24]=1[O:29][C:8]1[N:15]=[C:14]([C:16]2[CH:21]=[CH:20][CH:19]=[CH:18][CH:17]=2)[CH:13]=[CH:12][C:9]=1[C:10]#[N:11].